From a dataset of Reaction yield outcomes from USPTO patents with 853,638 reactions. Predict the reaction yield, written as a fraction of the theoretical maximum amount of product (1.0 means a 100% yield; for example, 0.34 means a 34% yield). (1) The reactants are [Cl:1][C:2]1[CH:3]=[C:4]([C:8]2[O:12][N:11]=[C:10]([C@@H:13]([N:15](C)[C:16]3[N:20]([CH3:21])[C:19]([C:22]4[CH:27]=[CH:26][N:25]=[CH:24][CH:23]=4)=[N:18][N:17]=3)[CH3:14])[N:9]=2)[CH:5]=[CH:6][CH:7]=1. The catalyst is P(O)(O)(O)=O.C(#N)C. The product is [Cl:1][C:2]1[CH:3]=[C:4]([C:8]2[O:12][N:11]=[C:10]([C@@H:13]([NH:15][C:16]3[N:20]([CH3:21])[C:19]([C:22]4[CH:23]=[CH:24][N:25]=[CH:26][CH:27]=4)=[N:18][N:17]=3)[CH3:14])[N:9]=2)[CH:5]=[CH:6][CH:7]=1. The yield is 0.160. (2) The reactants are [CH2:1]([O:5][C:6]1[CH:7]=[C:8](/[CH:13]=[C:14](\[O:18][CH2:19][CH3:20])/[C:15]([OH:17])=[O:16])[CH:9]=[CH:10][C:11]=1I)[CH2:2][CH2:3][CH3:4].[CH2:21]([NH:28][C:29](=[O:41])[N:30]([C:32]1[CH:33]=[C:34](B(O)O)[CH:35]=[CH:36][CH:37]=1)[CH3:31])[CH2:22][CH2:23][CH2:24][CH2:25][CH2:26][CH3:27].C(=O)([O-])[O-].[K+].[K+].O. The catalyst is COCCOC.O.C1C=CC(P(C2C=CC=CC=2)[C-]2C=CC=C2)=CC=1.C1C=CC(P(C2C=CC=CC=2)[C-]2C=CC=C2)=CC=1.Cl[Pd]Cl.[Fe+2]. The product is [CH2:1]([O:5][C:6]1[CH:7]=[C:8](/[CH:13]=[C:14](\[O:18][CH2:19][CH3:20])/[C:15]([OH:17])=[O:16])[CH:9]=[CH:10][C:11]=1[C:34]1[CH:35]=[CH:36][CH:37]=[C:32]([N:30]([CH3:31])[C:29]([NH:28][CH2:21][CH2:22][CH2:23][CH2:24][CH2:25][CH2:26][CH3:27])=[O:41])[CH:33]=1)[CH2:2][CH2:3][CH3:4]. The yield is 0.230. (3) The reactants are [C:1]([C:3]1[C:4]([C:21]2[CH:26]=[CH:25][C:24]([Cl:27])=[CH:23][C:22]=2[Cl:28])=[C:5]([C:15](N(OC)C)=[O:16])[S:6][C:7]=1[C:8]1[CH:13]=[CH:12][N:11]=[C:10]([F:14])[CH:9]=1)#[N:2].O1CCCC1.[H-].C([Al+]CC(C)C)C(C)C. No catalyst specified. The product is [Cl:28][C:22]1[CH:23]=[C:24]([Cl:27])[CH:25]=[CH:26][C:21]=1[C:4]1[C:3]([C:1]#[N:2])=[C:7]([C:8]2[CH:13]=[CH:12][N:11]=[C:10]([F:14])[CH:9]=2)[S:6][C:5]=1[CH:15]=[O:16]. The yield is 0.670. (4) The reactants are [C:1]1(=[O:7])[NH:5][C:4](=[O:6])[CH:3]=[CH:2]1.[C:8]1([P:14]([C:21]2[CH:26]=[CH:25][CH:24]=[CH:23][CH:22]=2)[C:15]2[CH:20]=[CH:19][CH:18]=[CH:17][CH:16]=2)[CH:13]=[CH:12][CH:11]=[CH:10][CH:9]=1. The catalyst is CC(C)=O. The product is [C:21]1([P:14](=[C:2]2[CH2:3][C:4](=[O:6])[NH:5][C:1]2=[O:7])([C:8]2[CH:9]=[CH:10][CH:11]=[CH:12][CH:13]=2)[C:15]2[CH:20]=[CH:19][CH:18]=[CH:17][CH:16]=2)[CH:22]=[CH:23][CH:24]=[CH:25][CH:26]=1. The yield is 0.920. (5) The reactants are [Br:1][C:2]1[CH:3]=[CH:4][C:5]2[S:9](=[O:11])(=[O:10])[N:8]([CH2:12][CH2:13][S:14][CH3:15])[CH2:7][C:6]=2[CH:16]=1.ClC1C=C(C=CC=1)C(OO)=[O:22]. The catalyst is ClCCl. The product is [Br:1][C:2]1[CH:3]=[CH:4][C:5]2[S:9](=[O:11])(=[O:10])[N:8]([CH2:12][CH2:13][S:14]([CH3:15])=[O:22])[CH2:7][C:6]=2[CH:16]=1. The yield is 0.620. (6) The reactants are [N:1]12[CH2:8][CH2:7][C:4]([C:9]([C:17]3[CH:22]=[CH:21][CH:20]=[CH:19][CH:18]=3)([C:11]3[CH:16]=[CH:15][CH:14]=[CH:13][CH:12]=3)[OH:10])([CH2:5][CH2:6]1)[CH2:3][CH2:2]2.[Br:23][CH2:24][CH2:25][N:26]1[C:34](=[O:35])[C:33]2[C:28](=[CH:29][CH:30]=[CH:31][CH:32]=2)[C:27]1=[O:36]. The catalyst is CC#N. The product is [Br-:23].[O:36]=[C:27]1[C:28]2[C:33](=[CH:32][CH:31]=[CH:30][CH:29]=2)[C:34](=[O:35])[N:26]1[CH2:25][CH2:24][N+:1]12[CH2:6][CH2:5][C:4]([C:9]([OH:10])([C:17]3[CH:22]=[CH:21][CH:20]=[CH:19][CH:18]=3)[C:11]3[CH:12]=[CH:13][CH:14]=[CH:15][CH:16]=3)([CH2:3][CH2:2]1)[CH2:7][CH2:8]2. The yield is 0.518. (7) The reactants are [CH3:1][C:2]([O:5][C:6]([NH:8][C@@H:9]([CH2:19]O)[CH2:10][CH2:11][C:12]([O:14][C:15]([CH3:18])([CH3:17])[CH3:16])=[O:13])=[O:7])([CH3:4])[CH3:3].C1(P(C2C=CC=CC=2)C2C=CC=CC=2)C=CC=CC=1.N1C=CN=C1.[I:45]I. The catalyst is C(Cl)Cl. The product is [CH3:1][C:2]([O:5][C:6]([NH:8][C@@H:9]([CH2:19][I:45])[CH2:10][CH2:11][C:12]([O:14][C:15]([CH3:18])([CH3:17])[CH3:16])=[O:13])=[O:7])([CH3:4])[CH3:3]. The yield is 0.770. (8) The reactants are Br[C:2]1[CH:11]=[N:10][CH:9]=[C:8]2[C:3]=1[CH:4]=[C:5]([C:12]([NH2:14])=[O:13])[CH:6]=[N:7]2.[F:15][C:16]1[CH:17]=[C:18](B(O)O)[CH:19]=[CH:20][C:21]=1[F:22].C(=O)([O-])[O-].[Cs+].[Cs+]. The catalyst is O1CCOCC1.O.C1(P([C-]2C=CC=C2)C2C=CC=CC=2)C=CC=CC=1.[C-]1(P(C2C=CC=CC=2)C2C=CC=CC=2)C=CC=C1.[Fe+2].[Pd](Cl)Cl. The product is [F:15][C:16]1[CH:17]=[C:18]([C:2]2[CH:11]=[N:10][CH:9]=[C:8]3[C:3]=2[CH:4]=[C:5]([C:12]([NH2:14])=[O:13])[CH:6]=[N:7]3)[CH:19]=[CH:20][C:21]=1[F:22]. The yield is 0.770. (9) The reactants are [CH3:1][O:2][C:3]1[C:4]([NH:14][C:15](=[O:19])OCC)=[N:5][C:6]2[C:11]([N:12]=1)=[CH:10][C:9]([CH3:13])=[CH:8][CH:7]=2.[C:20]([C:23]1[CH:28]=[CH:27][C:26]([N:29]2[CH2:34][CH2:33][NH:32][CH2:31][CH2:30]2)=[CH:25][CH:24]=1)(=[O:22])[CH3:21]. The product is [CH3:1][O:2][C:3]1[C:4]([NH:14][C:15]([N:32]2[CH2:31][CH2:30][N:29]([C:26]3[CH:25]=[CH:24][C:23]([C:20](=[O:22])[CH3:21])=[CH:28][CH:27]=3)[CH2:34][CH2:33]2)=[O:19])=[N:5][C:6]2[C:11]([N:12]=1)=[CH:10][C:9]([CH3:13])=[CH:8][CH:7]=2. The yield is 0.970. No catalyst specified. (10) The reactants are [CH2:1]([O:4][C:5]1[CH:10]=[CH:9][C:8]([CH2:11]Cl)=[CH:7][CH:6]=1)[CH:2]=[CH2:3].NC(N)=[S:15]. The catalyst is C(O)C. The product is [CH2:1]([O:4][C:5]1[CH:10]=[CH:9][C:8]([CH2:11][SH:15])=[CH:7][CH:6]=1)[CH:2]=[CH2:3]. The yield is 0.710.